This data is from Aqueous solubility values for 9,982 compounds from the AqSolDB database. The task is: Regression/Classification. Given a drug SMILES string, predict its absorption, distribution, metabolism, or excretion properties. Task type varies by dataset: regression for continuous measurements (e.g., permeability, clearance, half-life) or binary classification for categorical outcomes (e.g., BBB penetration, CYP inhibition). For this dataset (solubility_aqsoldb), we predict Y. (1) The molecule is Nc1ccccc1C=Nc1ccccc1O. The Y is -3.64 log mol/L. (2) The compound is CCCCCC/C=C/C1CC(=O)OC1=O. The Y is -4.02 log mol/L. (3) The drug is NC(=O)C(Cl)(Cl)Cl. The Y is -1.10 log mol/L. (4) The drug is FC(F)(F)c1nc2ncncc2[nH]1. The Y is -0.451 log mol/L. (5) The molecule is C=CCN=C=S. The Y is -1.70 log mol/L. (6) The molecule is CC(=O)OCC1=C(C(=O)O)N2C(=O)[C@@H](N)[C@H]2SC1. The Y is -2.65 log mol/L.